This data is from Catalyst prediction with 721,799 reactions and 888 catalyst types from USPTO. The task is: Predict which catalyst facilitates the given reaction. (1) Reactant: FC(F)(F)C(O)=O.[C:8]1(=[C:14]([C:30]2[CH:35]=[CH:34][C:33]([OH:36])=[C:32]([F:37])[CH:31]=2)[C:15]2[CH:20]=[CH:19][C:18](/[CH:21]=[CH:22]/[C:23]([O:25]C(C)(C)C)=[O:24])=[CH:17][CH:16]=2)[CH2:13][CH2:12][CH2:11][CH2:10][CH2:9]1. Product: [C:8]1(=[C:14]([C:30]2[CH:35]=[CH:34][C:33]([OH:36])=[C:32]([F:37])[CH:31]=2)[C:15]2[CH:16]=[CH:17][C:18](/[CH:21]=[CH:22]/[C:23]([OH:25])=[O:24])=[CH:19][CH:20]=2)[CH2:13][CH2:12][CH2:11][CH2:10][CH2:9]1. The catalyst class is: 2. (2) Reactant: [Si]([O:8][CH:9]1[C:13]2=[CH:14][C:15]3[CH:16]=[C:17]([C:21]4[NH:26][C:25](=[O:27])[C:24]([C:28]([O:30][CH3:31])=[O:29])=[C:23]([OH:32])[C:22]=4[CH2:33][CH3:34])[CH:18]=[CH:19][C:20]=3[N:12]2[CH2:11][CH2:10]1)(C(C)(C)C)(C)C.CCCC[N+](CCCC)(CCCC)CCCC.[F-]. Product: [CH2:33]([C:22]1[C:23]([OH:32])=[C:24]([C:28]([O:30][CH3:31])=[O:29])[C:25](=[O:27])[NH:26][C:21]=1[C:17]1[CH:18]=[CH:19][C:20]2[N:12]3[CH2:11][CH2:10][CH:9]([OH:8])[C:13]3=[CH:14][C:15]=2[CH:16]=1)[CH3:34]. The catalyst class is: 1. (3) Reactant: [Cl:1][C:2]1[CH:7]=[CH:6][C:5]([C:8]2[C:13]([F:14])=[C:12]([NH:15]C(C3C=CC=CC=3)(C3C=CC=CC=3)C3C=CC=CC=3)[CH:11]=[C:10]([CH:35](OCC)[O:36]CC)[N:9]=2)=[C:4]([F:42])[C:3]=1[O:43][CH3:44].CC#N. Product: [NH2:15][C:12]1[C:13]([F:14])=[C:8]([C:5]2[CH:6]=[CH:7][C:2]([Cl:1])=[C:3]([O:43][CH3:44])[C:4]=2[F:42])[N:9]=[C:10]([CH:35]=[O:36])[CH:11]=1. The catalyst class is: 6. (4) Reactant: [CH3:1][O:2][C:3]1[CH:11]=[CH:10][C:6]([C:7]([OH:9])=O)=[CH:5][C:4]=1[C:12]#[C:13][C:14]1[CH:19]=[CH:18][CH:17]=[CH:16][N:15]=1.[Cl:20][C:21]1[CH:26]=[CH:25][C:24]([N:27]2[CH2:32][CH2:31][NH:30][CH2:29][C:28]2=[O:33])=[CH:23][CH:22]=1.C(N(CC)CC)C.C1C=CC2N(O)N=NC=2C=1.C(Cl)CCl. Product: [Cl:20][C:21]1[CH:22]=[CH:23][C:24]([N:27]2[CH2:32][CH2:31][N:30]([C:7]([C:6]3[CH:10]=[CH:11][C:3]([O:2][CH3:1])=[C:4]([C:12]#[C:13][C:14]4[CH:19]=[CH:18][CH:17]=[CH:16][N:15]=4)[CH:5]=3)=[O:9])[CH2:29][C:28]2=[O:33])=[CH:25][CH:26]=1. The catalyst class is: 2. (5) Reactant: [C:1]1([CH2:17][CH2:18][CH2:19][C:20]([OH:22])=[O:21])[C:14]2[C:15]3=[C:16]4[C:11](=[CH:12][CH:13]=2)[CH:10]=[CH:9][CH:8]=[C:7]4[CH:6]=[CH:5][C:4]3=[CH:3][CH:2]=1.CN(C1C=CC=CN=1)C.[CH2:32]([NH:38][C:39]([NH:41][C:42]1[CH:47]=[CH:46][N:45]([CH2:48][CH2:49][CH2:50][CH2:51][CH2:52][CH2:53]O)[C:44](=[O:55])[N:43]=1)=[O:40])[CH2:33][CH2:34][CH2:35][CH2:36][CH3:37]. Product: [CH2:32]([NH:38][C:39](=[O:40])[NH:41][C:42]1[CH:47]=[CH:46][N:45]([CH2:48][CH2:49][CH2:50][CH2:51][CH2:52][CH2:53][O:21][C:20](=[O:22])[CH2:19][CH2:18][CH2:17][C:1]2[C:14]3[C:15]4=[C:16]5[C:11](=[CH:12][CH:13]=3)[CH:10]=[CH:9][CH:8]=[C:7]5[CH:6]=[CH:5][C:4]4=[CH:3][CH:2]=2)[C:44](=[O:55])[N:43]=1)[CH2:33][CH2:34][CH2:35][CH2:36][CH3:37]. The catalyst class is: 2. (6) Reactant: [CH3:1][O:2][C:3]([C:5]1[CH:9]=[C:8]([C:10]2[CH:15]=[CH:14][C:13]([C:16]#[N:17])=[CH:12][N:11]=2)[N:7]([C:18]2[N:19]=[N:20][C:21](Cl)=[CH:22][CH:23]=2)[N:6]=1)=[O:4].[CH3:25][O-:26].[Na+].Cl.C(Cl)(Cl)Cl. Product: [CH3:1][O:2][C:3]([C:5]1[CH:9]=[C:8]([C:10]2[CH:15]=[CH:14][C:13]([C:16]#[N:17])=[CH:12][N:11]=2)[N:7]([C:18]2[N:19]=[N:20][C:21]([O:26][CH3:25])=[CH:22][CH:23]=2)[N:6]=1)=[O:4]. The catalyst class is: 5. (7) Reactant: [Cl:1][C:2]1[CH:26]=[CH:25][C:24]([Cl:27])=[CH:23][C:3]=1[O:4][C:5]1[CH:10]=[CH:9][N:8]=[CH:7][C:6]=1[C:11](N1C2C(=CC=CC=2)CCC1)=[O:12].[C:28]([O:32][C:33](=[O:44])[NH:34][C:35]1[CH:40]=[C:39]([F:41])[C:38]([F:42])=[CH:37][C:36]=1[NH2:43])([CH3:31])([CH3:30])[CH3:29]. Product: [C:28]([O:32][C:33](=[O:44])[NH:34][C:35]1[CH:40]=[C:39]([F:41])[C:38]([F:42])=[CH:37][C:36]=1[NH:43][C:11]([C:6]1[CH:7]=[N:8][CH:9]=[CH:10][C:5]=1[O:4][C:3]1[CH:23]=[C:24]([Cl:27])[CH:25]=[CH:26][C:2]=1[Cl:1])=[O:12])([CH3:31])([CH3:29])[CH3:30]. The catalyst class is: 644. (8) Reactant: [NH2:1][CH2:2][CH:3]([C:5]1[CH:10]=[CH:9][CH:8]=[C:7]([O:11][CH2:12][C:13]2[CH:18]=[CH:17][CH:16]=[CH:15][CH:14]=2)[CH:6]=1)[OH:4].C=O.[C:21](O)(C(F)(F)F)=O.C([O-])(O)=O.[Na+]. Product: [CH2:12]([O:11][C:7]1[CH:6]=[C:5]2[C:10](=[CH:9][CH:8]=1)[CH2:21][NH:1][CH2:2][CH:3]2[OH:4])[C:13]1[CH:18]=[CH:17][CH:16]=[CH:15][CH:14]=1. The catalyst class is: 2. (9) Reactant: [C:9](O[C:9]([O:11][C:12]([CH3:15])([CH3:14])[CH3:13])=[O:10])([O:11][C:12]([CH3:15])([CH3:14])[CH3:13])=[O:10].[NH2:16][C:17]1[CH:18]=[C:19]([CH:22]=[C:23]([N:26]2[CH2:31][CH2:30][C@@H:29]([NH2:32])[C@H:28]([O:33][CH3:34])[CH2:27]2)[C:24]=1[Cl:25])[C:20]#[N:21].C(N(CC)CC)C. Product: [NH2:16][C:17]1[C:24]([Cl:25])=[C:23]([N:26]2[CH2:31][CH2:30][C@@H:29]([NH:32][C:9](=[O:10])[O:11][C:12]([CH3:13])([CH3:14])[CH3:15])[C@H:28]([O:33][CH3:34])[CH2:27]2)[CH:22]=[C:19]([C:20]#[N:21])[CH:18]=1. The catalyst class is: 4. (10) Product: [CH2:21]([C:22]1[N:6]([CH:7]2[CH2:12][CH2:11][C:10](=[O:13])[NH:9][C:8]2=[O:14])[C:4](=[O:5])[C:3]2[C:2](=[CH:18][CH:17]=[CH:16][C:15]=2[CH3:19])[N:1]=1)[CH3:20]. Reactant: [NH2:1][C:2]1[CH:18]=[CH:17][CH:16]=[C:15]([CH3:19])[C:3]=1[C:4]([NH:6][CH:7]1[CH2:12][CH2:11][C:10](=[O:13])[NH:9][C:8]1=[O:14])=[O:5].[C:20](OCC)(OCC)(OCC)[CH2:21][CH3:22].O. The catalyst class is: 121.